Dataset: Peptide-MHC class II binding affinity with 134,281 pairs from IEDB. Task: Regression. Given a peptide amino acid sequence and an MHC pseudo amino acid sequence, predict their binding affinity value. This is MHC class II binding data. The peptide sequence is AFKVAATAALAAPAN. The MHC is HLA-DPA10201-DPB11401 with pseudo-sequence HLA-DPA10201-DPB11401. The binding affinity (normalized) is 0.916.